This data is from Forward reaction prediction with 1.9M reactions from USPTO patents (1976-2016). The task is: Predict the product of the given reaction. (1) Given the reactants [C:1]([O:5][C:6](=[O:29])[NH:7][C@H:8]1[CH2:13][CH2:12][CH2:11][CH2:10][C@H:9]1[NH:14][C:15]1[N:16]=[CH:17][C:18]2[C:24]([CH:25]([F:27])[F:26])=[N:23][CH:22]=[C:21](I)[C:19]=2[N:20]=1)([CH3:4])([CH3:3])[CH3:2].C([N:37]1[C:45]2[C:40](=[CH:41][CH:42]=[C:43]([C:46]#[N:47])[CH:44]=2)[C:39](B2OC(C)(C)C(C)(C)O2)=[CH:38]1)(OC(C)(C)C)=O.C1(P(C2CCCCC2)C2C=CC=CC=2C2C(OC)=CC=CC=2OC)CCCCC1.C(=O)([O-])[O-].[K+].[K+].COCCOC.O, predict the reaction product. The product is: [C:1]([O:5][C:6](=[O:29])[NH:7][C@H:8]1[CH2:13][CH2:12][CH2:11][CH2:10][C@H:9]1[NH:14][C:15]1[N:16]=[CH:17][C:18]2[C:24]([CH:25]([F:27])[F:26])=[N:23][CH:22]=[C:21]([C:39]3[C:40]4[C:45](=[CH:44][C:43]([C:46]#[N:47])=[CH:42][CH:41]=4)[NH:37][CH:38]=3)[C:19]=2[N:20]=1)([CH3:4])([CH3:3])[CH3:2]. (2) Given the reactants Br[C:2]1[N:7]=[CH:6][C:5]2[CH:8]=[C:9]([C:18]3[CH:19]=[N:20][N:21]([C:23]([O:25][C:26]([CH3:29])([CH3:28])[CH3:27])=[O:24])[CH:22]=3)[N:10]([C:11]([O:13][C:14]([CH3:17])([CH3:16])[CH3:15])=[O:12])[C:4]=2[CH:3]=1.[CH3:30][N:31]([CH3:42])[S:32]([C:35]1[CH:40]=[CH:39][C:38]([NH2:41])=[CH:37][CH:36]=1)(=[O:34])=[O:33], predict the reaction product. The product is: [C:26]([O:25][C:23]([N:21]1[CH:22]=[C:18]([C:9]2[N:10]([C:11]([O:13][C:14]([CH3:16])([CH3:15])[CH3:17])=[O:12])[C:4]3[CH:3]=[C:2]([NH:41][C:38]4[CH:39]=[CH:40][C:35]([S:32](=[O:34])(=[O:33])[N:31]([CH3:30])[CH3:42])=[CH:36][CH:37]=4)[N:7]=[CH:6][C:5]=3[CH:8]=2)[CH:19]=[N:20]1)=[O:24])([CH3:29])([CH3:27])[CH3:28].